Dataset: Catalyst prediction with 721,799 reactions and 888 catalyst types from USPTO. Task: Predict which catalyst facilitates the given reaction. (1) Reactant: Cl.Cl.C(O[C:6]([C:8]1[CH:9]=[C:10]2[C:14](=[CH:15][CH:16]=1)[NH:13][N:12]=[C:11]2[C:17]1[CH:26]=[CH:25][C:24]2[C:19](=[CH:20][CH:21]=[C:22]([Cl:27])[CH:23]=2)[CH:18]=1)=[NH:7])C.[N:28]1([CH2:33][C:34]([NH:36][NH2:37])=O)[CH2:32][CH2:31][CH2:30][CH2:29]1.C(N(CC)CC)C. Product: [Cl:27][C:22]1[CH:23]=[C:24]2[C:19](=[CH:20][CH:21]=1)[CH:18]=[C:17]([C:11]1[C:10]3[C:14](=[CH:15][CH:16]=[C:8]([C:6]4[NH:37][N:36]=[C:34]([CH2:33][N:28]5[CH2:32][CH2:31][CH2:30][CH2:29]5)[N:7]=4)[CH:9]=3)[NH:13][N:12]=1)[CH:26]=[CH:25]2. The catalyst class is: 5. (2) Reactant: [Cl:1][C:2]1[CH:7]=[CH:6][C:5]([S:8]([NH:11][CH:12]2[CH2:18][CH2:17][CH2:16][CH2:15][NH:14][C:13]2=[O:19])(=[O:10])=[O:9])=[CH:4][CH:3]=1.Br[CH2:21][C:22]1[CH:27]=[CH:26][C:25]([N:28]2[CH:32]=[CH:31][CH:30]=[N:29]2)=[CH:24][CH:23]=1.C(=O)([O-])[O-].[K+].[K+].[I-].[K+]. Product: [Cl:1][C:2]1[CH:3]=[CH:4][C:5]([S:8]([N:11]([CH:12]2[CH2:18][CH2:17][CH2:16][CH2:15][NH:14][C:13]2=[O:19])[CH2:21][C:22]2[CH:23]=[CH:24][C:25]([N:28]3[CH:32]=[CH:31][CH:30]=[N:29]3)=[CH:26][CH:27]=2)(=[O:10])=[O:9])=[CH:6][CH:7]=1. The catalyst class is: 9. (3) Reactant: [Li+].C[Si]([N-][Si](C)(C)C)(C)C.C1(C)C=CC=CC=1.Cl[C:19]1[C:24]([Cl:25])=[N:23][CH:22]=[CH:21][N:20]=1.[C:26]([O:29][CH2:30][CH3:31])(=[O:28])[CH3:27]. Product: [Cl:25][C:24]1[C:19]([CH2:27][C:26]([O:29][CH2:30][CH3:31])=[O:28])=[N:20][CH:21]=[CH:22][N:23]=1. The catalyst class is: 775. (4) Reactant: [CH2:1]([CH:3]1[C:7]2[C:8]([O:12][C:13]3[N:18]=[CH:17][C:16]([NH:19][C:20](=[O:32])[C:21]([NH:24]C(=O)OC(C)(C)C)([CH3:23])[CH3:22])=[CH:15][CH:14]=3)=[CH:9][CH:10]=[CH:11][C:6]=2[CH2:5][O:4]1)[CH3:2].C(O)(C(F)(F)F)=O. Product: [CH2:1]([CH:3]1[C:7]2[C:8]([O:12][C:13]3[N:18]=[CH:17][C:16]([NH:19][C:20](=[O:32])[C:21]([CH3:23])([CH3:22])[NH2:24])=[CH:15][CH:14]=3)=[CH:9][CH:10]=[CH:11][C:6]=2[CH2:5][O:4]1)[CH3:2]. The catalyst class is: 4. (5) Reactant: C(OC(=O)[NH:7][CH:8]([C:10]1[N:14]([C:15]2[CH:20]=[CH:19][N:18]=[CH:17][CH:16]=2)[C:13]2[CH:21]=[C:22]([F:25])[CH:23]=[CH:24][C:12]=2[N:11]=1)[CH3:9])(C)(C)C. Product: [F:25][C:22]1[CH:23]=[CH:24][C:12]2[N:11]=[C:10]([CH:8]([NH2:7])[CH3:9])[N:14]([C:15]3[CH:20]=[CH:19][N:18]=[CH:17][CH:16]=3)[C:13]=2[CH:21]=1. The catalyst class is: 157. (6) Reactant: [ClH:1].[NH:2]1[C:6]2=[N:7][CH:8]=[CH:9][C:10]([O:11][C:12]3[CH:17]=[CH:16][C:15]([NH:18]C4C(C(NC5C=CC(F)=CC=5F)=O)=CN=CC=4)=[CH:14][C:13]=3[F:36])=[C:5]2[CH:4]=[CH:3]1.[Br:37][C:38]1[CH:39]=[N:40][C:41](F)=[C:42]([CH:54]=1)[C:43]([NH:45][C:46]1[CH:51]=[CH:50][C:49]([F:52])=[CH:48][C:47]=1[F:53])=[O:44].Cl.O1CCOCC1. Product: [ClH:1].[ClH:1].[NH:2]1[C:6]2=[N:7][CH:8]=[CH:9][C:10]([O:11][C:12]3[CH:17]=[CH:16][C:15]([NH:18][C:41]4[N:40]=[CH:39][C:38]([Br:37])=[CH:54][C:42]=4[C:43]([NH:45][C:46]4[CH:51]=[CH:50][C:49]([F:52])=[CH:48][C:47]=4[F:53])=[O:44])=[CH:14][C:13]=3[F:36])=[C:5]2[CH:4]=[CH:3]1. The catalyst class is: 37. (7) Reactant: [CH3:1][C:2]1[CH:3]=[C:4]([CH:7]=[CH:8][C:9]=1[CH3:10])[CH:5]=O.[F:11][C:12]1[CH:13]=[C:14]([CH2:18][C:19]#[N:20])[CH:15]=[CH:16][CH:17]=1.C[O-].[Na+]. Product: [CH3:1][C:2]1[CH:3]=[C:4](/[CH:5]=[C:18](\[C:14]2[CH:15]=[CH:16][CH:17]=[C:12]([F:11])[CH:13]=2)/[C:19]#[N:20])[CH:7]=[CH:8][C:9]=1[CH3:10]. The catalyst class is: 14.